Task: Predict the product of the given reaction.. Dataset: Forward reaction prediction with 1.9M reactions from USPTO patents (1976-2016) Given the reactants [Cl:1][C:2]1[CH:10]=[CH:9][C:5]([C:6](Cl)=[O:7])=[CH:4][N:3]=1.C(N(C(C)C)CC)(C)C.[Cl:20][C:21]1[CH:27]=[CH:26][C:24]([NH2:25])=[CH:23][CH:22]=1, predict the reaction product. The product is: [Cl:1][C:2]1[N:3]=[CH:4][C:5]([C:6]([NH:25][C:24]2[CH:26]=[CH:27][C:21]([Cl:20])=[CH:22][CH:23]=2)=[O:7])=[CH:9][CH:10]=1.